Regression. Given a peptide amino acid sequence and an MHC pseudo amino acid sequence, predict their binding affinity value. This is MHC class II binding data. From a dataset of Peptide-MHC class II binding affinity with 134,281 pairs from IEDB. (1) The peptide sequence is NESATILMTATPPGT. The MHC is DRB1_1101 with pseudo-sequence DRB1_1101. The binding affinity (normalized) is 0.545. (2) The peptide sequence is YFVPIFSEAVITSMC. The MHC is DRB1_0101 with pseudo-sequence DRB1_0101. The binding affinity (normalized) is 0.936. (3) The peptide sequence is DRYSVDADLQLGELI. The MHC is HLA-DQA10501-DQB10402 with pseudo-sequence HLA-DQA10501-DQB10402. The binding affinity (normalized) is 0. (4) The peptide sequence is YFRNEQSIPPLIKKY. The MHC is DRB1_1602 with pseudo-sequence DRB1_1602. The binding affinity (normalized) is 0.363.